From a dataset of Full USPTO retrosynthesis dataset with 1.9M reactions from patents (1976-2016). Predict the reactants needed to synthesize the given product. (1) Given the product [F:19][C:13]1[CH:14]=[CH:15][CH:16]=[C:17]([F:18])[C:12]=1[C:11]([NH:10][C:9]1[C:5]([CH2:3][OH:2])=[N:6][N:7]([CH2:20][C:21]2[CH:26]=[CH:25][C:24]([O:27][CH3:28])=[CH:23][CH:22]=2)[CH:8]=1)=[O:40], predict the reactants needed to synthesize it. The reactants are: C[O:2][C:3]([C:5]1[C:9]([NH:10][CH2:11][C:12]2[C:17]([F:18])=[CH:16][CH:15]=[CH:14][C:13]=2[F:19])=[CH:8][N:7]([CH2:20][C:21]2[CH:26]=[CH:25][C:24]([O:27][CH3:28])=[CH:23][CH:22]=2)[N:6]=1)=O.[H-].C([Al+]CC(C)C)C(C)C.S([O-])([O-])(=O)=[O:40].[Na+].[Na+]. (2) Given the product [CH3:33][O:32][C:29]1[CH:28]=[CH:27][C:26]([S:23]([C:6]2([C:4]([OH:5])=[O:3])[CH2:7][CH2:8][N:9]([CH2:12][C:13]3[C:22]4[C:17](=[CH:18][CH:19]=[CH:20][CH:21]=4)[CH:16]=[CH:15][CH:14]=3)[CH2:10][CH2:11]2)(=[O:25])=[O:24])=[CH:31][CH:30]=1, predict the reactants needed to synthesize it. The reactants are: C([O:3][C:4]([C:6]1([S:23]([C:26]2[CH:31]=[CH:30][C:29]([O:32][CH3:33])=[CH:28][CH:27]=2)(=[O:25])=[O:24])[CH2:11][CH2:10][N:9]([CH2:12][C:13]2[C:22]3[C:17](=[CH:18][CH:19]=[CH:20][CH:21]=3)[CH:16]=[CH:15][CH:14]=2)[CH2:8][CH2:7]1)=[O:5])C.[OH-].[Na+].O1CCCC1. (3) Given the product [NH:8]1[CH2:9][CH:10]([N:12]2[CH2:17][CH2:16][N:15]([CH3:18])[C:14](=[O:19])[CH2:13]2)[CH2:11]1, predict the reactants needed to synthesize it. The reactants are: C(OC([N:8]1[CH2:11][CH:10]([N:12]2[CH2:17][CH2:16][N:15]([CH3:18])[C:14](=[O:19])[CH2:13]2)[CH2:9]1)=O)(C)(C)C.C(O)(C(F)(F)F)=O. (4) Given the product [C:24]([C:28]1[CH:29]=[CH:30][C:31]([CH3:35])=[C:32]([NH:33][C:2]2[CH:3]=[C:4]([CH:10]=[C:11]([N:13]3[CH2:18][CH2:17][CH:16]([N:19]4[CH:23]=[CH:22][N:21]=[CH:20]4)[CH2:15][CH2:14]3)[N:12]=2)[C:5]([N:7]([CH3:9])[CH3:8])=[O:6])[CH:34]=1)([CH3:27])([CH3:26])[CH3:25], predict the reactants needed to synthesize it. The reactants are: Cl[C:2]1[CH:3]=[C:4]([CH:10]=[C:11]([N:13]2[CH2:18][CH2:17][CH:16]([N:19]3[CH:23]=[CH:22][N:21]=[CH:20]3)[CH2:15][CH2:14]2)[N:12]=1)[C:5]([N:7]([CH3:9])[CH3:8])=[O:6].[C:24]([C:28]1[CH:29]=[CH:30][C:31]([CH3:35])=[C:32]([CH:34]=1)[NH2:33])([CH3:27])([CH3:26])[CH3:25].C1(P(C2CCCCC2)C2C=CC=CC=2C2C(C(C)C)=CC(C(C)C)=CC=2C(C)C)CCCCC1.C(=O)([O-])[O-].[K+].[K+].C(O)(CC)(C)C. (5) Given the product [C:27]([C@@H:23]1[CH2:24][CH2:25][CH2:26][N:22]1[C:20](=[O:21])[CH2:19][NH:18][C:6]([C:4]1[NH:3][N:2]=[N:1][CH:5]=1)=[O:8])#[N:28], predict the reactants needed to synthesize it. The reactants are: [NH:1]1[CH:5]=[C:4]([C:6]([OH:8])=O)[N:3]=[N:2]1.ClC(N(C)C)=C(C)C.Cl.[NH2:18][CH2:19][C:20]([N:22]1[CH2:26][CH2:25][CH2:24][C@H:23]1[C:27]#[N:28])=[O:21].C(N(C(C)C)C(C)C)C. (6) Given the product [NH2:1][C:2]1[N:3]([C:14]([O:16][C:17]([CH3:20])([CH3:19])[CH3:18])=[O:15])[CH:4]=[C:5]([CH2:7][CH2:8][CH2:9][CH2:10][CH2:11][C:12]2[N:23]=[N:22][N:21]([CH2:24][CH2:25][NH:26][C:27](=[O:36])[C:28]3[CH:29]=[C:30]([F:35])[CH:31]=[C:32]([F:34])[CH:33]=3)[CH:13]=2)[N:6]=1, predict the reactants needed to synthesize it. The reactants are: [NH2:1][C:2]1[N:3]([C:14]([O:16][C:17]([CH3:20])([CH3:19])[CH3:18])=[O:15])[CH:4]=[C:5]([CH2:7][CH2:8][CH2:9][CH2:10][CH2:11][C:12]#[CH:13])[N:6]=1.[N:21]([CH2:24][CH2:25][NH:26][C:27](=[O:36])[C:28]1[CH:33]=[C:32]([F:34])[CH:31]=[C:30]([F:35])[CH:29]=1)=[N+:22]=[N-:23]. (7) Given the product [CH:9]1([CH2:8][C:6]2[CH:7]=[C:2]([OH:1])[C:3](=[O:16])[NH:4][N:5]=2)[CH2:10][CH2:15]1, predict the reactants needed to synthesize it. The reactants are: [OH:1][C:2]1[C:3](=[O:16])[NH:4][N:5]=[C:6]([CH2:8][CH2:9][C:10]2[CH:15]=CC=CC=2)[CH:7]=1.C(OC1N=NC(C=C2CC2)=CC=1OCC1C=CC=CC=1)C1C=CC=CC=1. (8) Given the product [OH:17][CH2:16][CH2:15][C:12]1[CH:13]=[CH:14][C:9]([C:8](=[C:20]2[CH2:21][C:22]([CH3:29])([CH3:28])[CH2:23][C:24]([CH3:27])([CH3:26])[CH2:25]2)[C:5]2[CH:6]=[CH:7][C:2]([OH:1])=[CH:3][CH:4]=2)=[CH:10][CH:11]=1, predict the reactants needed to synthesize it. The reactants are: [OH:1][C:2]1[CH:7]=[CH:6][C:5]([C:8](=[C:20]2[CH2:25][C:24]([CH3:27])([CH3:26])[CH2:23][C:22]([CH3:29])([CH3:28])[CH2:21]2)[C:9]2[CH:14]=[CH:13][C:12]([CH2:15][C:16](OC)=[O:17])=[CH:11][CH:10]=2)=[CH:4][CH:3]=1.[H-].[H-].[H-].[H-].[Li+].[Al+3].CCOC(C)=O.Cl. (9) Given the product [CH3:14][C:11]([O:10][C:8]([N:5]1[CH2:6][CH2:7][C:2]([NH:1][C:26]([O:25][CH2:18][C:19]2[CH:24]=[CH:23][CH:22]=[CH:21][CH:20]=2)=[O:27])([C:15]([OH:17])=[O:16])[CH2:3][CH2:4]1)=[O:9])([CH3:12])[CH3:13], predict the reactants needed to synthesize it. The reactants are: [NH2:1][C:2]1([C:15]([OH:17])=[O:16])[CH2:7][CH2:6][N:5]([C:8]([O:10][C:11]([CH3:14])([CH3:13])[CH3:12])=[O:9])[CH2:4][CH2:3]1.[CH2:18]([O:25][C:26](ON1C(=O)CCC1=O)=[O:27])[C:19]1[CH:24]=[CH:23][CH:22]=[CH:21][CH:20]=1. (10) Given the product [F:22][C:19]1[CH:18]=[CH:17][C:16]([C@H:14]([N:11]2[CH2:10][CH2:9][N:8]([C:6]3[N:29]=[CH:28][N:27]=[C:26]([O:30][C:31]4[C:36]5[N:37]=[C:38]([NH:40][C:41](=[O:43])[CH3:42])[S:39][C:35]=5[CH:34]=[CH:33][CH:32]=4)[CH:25]=3)[CH2:13][CH2:12]2)[CH3:15])=[CH:21][CH:20]=1, predict the reactants needed to synthesize it. The reactants are: C(O[C:6]([N:8]1[CH2:13][CH2:12][N:11]([C@@H:14]([C:16]2[CH:21]=[CH:20][C:19]([F:22])=[CH:18][CH:17]=2)[CH3:15])[CH2:10][CH2:9]1)=O)(C)(C)C.ClC1[N:29]=[CH:28][N:27]=[C:26]([O:30][C:31]2[C:36]3[N:37]=[C:38]([NH:40][C:41](=[O:43])[CH3:42])[S:39][C:35]=3[CH:34]=[CH:33][CH:32]=2)[CH:25]=1.